This data is from Forward reaction prediction with 1.9M reactions from USPTO patents (1976-2016). The task is: Predict the product of the given reaction. (1) Given the reactants [CH3:1][N:2]1[C:6]([C:7]2(O)[CH2:13][CH2:12][CH:11]=[CH:10][CH2:9][CH2:8]2)=[C:5]([N+:15]([O-:17])=[O:16])[CH:4]=[N:3]1.COCCN(S(F)(F)[F:28])CCOC.C([O-])(O)=O.[Na+], predict the reaction product. The product is: [F:28][C:7]1([C:6]2[N:2]([CH3:1])[N:3]=[CH:4][C:5]=2[N+:15]([O-:17])=[O:16])[CH2:13][CH2:12][CH:11]=[CH:10][CH2:9][CH2:8]1. (2) Given the reactants [F:1][C:2]1[CH:3]=[C:4]([CH:8]=[CH:9][CH:10]=1)[C:5](Cl)=[O:6].[CH3:11][O:12][C:13]1[CH:14]=[C:15]([C:19]2([OH:25])[CH2:24][CH2:23][CH2:22][NH:21][CH2:20]2)[CH:16]=[CH:17][CH:18]=1, predict the reaction product. The product is: [F:1][C:2]1[CH:3]=[C:4]([C:5]([N:21]2[CH2:22][CH2:23][CH2:24][C:19]([OH:25])([C:15]3[CH:16]=[CH:17][CH:18]=[C:13]([O:12][CH3:11])[CH:14]=3)[CH2:20]2)=[O:6])[CH:8]=[CH:9][CH:10]=1. (3) The product is: [Br:13][C:14]1[CH:19]=[C:18]([C:6](=[O:12])[C:7]([O:9][CH2:10][CH3:11])=[O:8])[CH:17]=[CH:16][C:15]=1[S:20][CH:21]1[CH2:23][CH2:22]1. Given the reactants [Cl-].[Al+3].[Cl-].[Cl-].Cl[C:6](=[O:12])[C:7]([O:9][CH2:10][CH3:11])=[O:8].[Br:13][C:14]1[CH:19]=[CH:18][CH:17]=[CH:16][C:15]=1[S:20][CH:21]1[CH2:23][CH2:22]1.O, predict the reaction product. (4) The product is: [C:23]([C:27]1[CH:32]=[CH:31][C:30]([C:2]2[CH:7]=[CH:6][C:5](/[CH:8]=[CH:9]/[C:10]3[NH:11][CH:12]=[C:13]([C:15]4[CH:20]=[CH:19][C:18]([Cl:21])=[CH:17][C:16]=4[Cl:22])[N:14]=3)=[CH:4][CH:3]=2)=[CH:29][CH:28]=1)([CH3:26])([CH3:25])[CH3:24]. Given the reactants Br[C:2]1[CH:7]=[CH:6][C:5](/[CH:8]=[CH:9]/[C:10]2[NH:11][CH:12]=[C:13]([C:15]3[CH:20]=[CH:19][C:18]([Cl:21])=[CH:17][C:16]=3[Cl:22])[N:14]=2)=[CH:4][CH:3]=1.[C:23]([C:27]1[CH:32]=[CH:31][C:30](B(O)O)=[CH:29][CH:28]=1)([CH3:26])([CH3:25])[CH3:24], predict the reaction product. (5) Given the reactants Cl[S:2]([CH2:5][CH2:6][CH2:7][NH:8][C:9](=[O:11])[CH3:10])(=[O:4])=[O:3].[CH3:12][CH:13]([CH3:30])[C:14]([O:16][CH2:17][CH2:18][O:19][C:20](=[O:29])[NH:21][CH2:22][CH2:23][C:24]([CH3:28])([CH3:27])[CH2:25][OH:26])=[O:15].C(N(CC)CC)C, predict the reaction product. The product is: [CH3:12][CH:13]([CH3:30])[C:14]([O:16][CH2:17][CH2:18][O:19][C:20](=[O:29])[NH:21][CH2:22][CH2:23][C:24]([CH3:28])([CH3:27])[CH2:25][O:26][S:2]([CH2:5][CH2:6][CH2:7][NH:8][C:9](=[O:11])[CH3:10])(=[O:4])=[O:3])=[O:15]. (6) Given the reactants [Br:1][C:2]1[S:6][C:5]([NH2:7])=[N:4][CH:3]=1.[C:8]12([C:18](Cl)=[O:19])[CH2:17][CH:12]3[CH2:13][CH:14]([CH2:16][CH:10]([CH2:11]3)[CH2:9]1)[CH2:15]2.C(N(CC)CC)C, predict the reaction product. The product is: [Br:1][C:2]1[S:6][C:5]([NH:7][C:18]([C:8]23[CH2:17][CH:12]4[CH2:11][CH:10]([CH2:16][CH:14]([CH2:13]4)[CH2:15]2)[CH2:9]3)=[O:19])=[N:4][CH:3]=1.